Dataset: Forward reaction prediction with 1.9M reactions from USPTO patents (1976-2016). Task: Predict the product of the given reaction. (1) Given the reactants P(Cl)(Cl)(Cl)=O.[CH2:6]([O:13][C:14]1[CH:15]=[CH:16][C:17]2[O:21][CH:20]=[CH:19][C:18]=2[C:22]=1[C:23]([CH3:26])([CH3:25])[CH3:24])[C:7]1[CH:12]=[CH:11][CH:10]=[CH:9][CH:8]=1.O.CN(C)[CH:30]=[O:31], predict the reaction product. The product is: [CH2:6]([O:13][C:14]1[CH:15]=[CH:16][C:17]2[O:21][C:20]([CH:30]=[O:31])=[CH:19][C:18]=2[C:22]=1[C:23]([CH3:26])([CH3:25])[CH3:24])[C:7]1[CH:8]=[CH:9][CH:10]=[CH:11][CH:12]=1. (2) Given the reactants Br[C:2]1[C:3]([CH:10]2[CH2:12][CH2:11]2)=[N:4][NH:5][C:6]=1[CH:7]1[CH2:9][CH2:8]1.[CH:13]1([C:16]2[NH:20][C:19]3[CH:21]=[C:22]([C:37]4[C:38]([CH3:43])=[N:39][O:40][C:41]=4[CH3:42])[CH:23]=[C:24](C4C(C)=NNC=4C4C=CC=CC=4)[C:18]=3[N:17]=2)[CH2:15][CH2:14]1, predict the reaction product. The product is: [CH:13]1([C:16]2[NH:20][C:19]3[CH:21]=[C:22]([C:37]4[C:38]([CH3:43])=[N:39][O:40][C:41]=4[CH3:42])[CH:23]=[C:24]([C:2]4[C:3]([CH:10]5[CH2:12][CH2:11]5)=[N:4][NH:5][C:6]=4[CH:7]4[CH2:9][CH2:8]4)[C:18]=3[N:17]=2)[CH2:15][CH2:14]1. (3) Given the reactants [Cl:1][C:2]1[CH:7]=[CH:6][C:5]([C:8]2[C:13]([Cl:14])=[CH:12][CH:11]=[C:10]([C:15](N(OC)C)=[O:16])[CH:9]=2)=[CH:4][CH:3]=1.CC(C[AlH]CC(C)C)C, predict the reaction product. The product is: [Cl:1][C:2]1[CH:7]=[CH:6][C:5]([C:8]2[C:13]([Cl:14])=[CH:12][CH:11]=[C:10]([CH:15]=[O:16])[CH:9]=2)=[CH:4][CH:3]=1. (4) Given the reactants [NH:1]1[CH2:5][CH2:4][CH2:3][CH2:2]1.Br[C:7]1[CH:12]=[CH:11][C:10]([CH:13]2[C:22]3[C:17](=[C:18]([Cl:24])[CH:19]=[C:20]([Cl:23])[CH:21]=3)[CH2:16][N:15]([CH3:25])[CH2:14]2)=[CH:9][CH:8]=1, predict the reaction product. The product is: [ClH:23].[Cl:23][C:20]1[CH:21]=[C:22]2[C:17](=[C:18]([Cl:24])[CH:19]=1)[CH2:16][N:15]([CH3:25])[CH2:14][CH:13]2[C:10]1[CH:9]=[CH:8][C:7]([N:1]2[CH2:5][CH2:4][CH2:3][CH2:2]2)=[CH:12][CH:11]=1. (5) Given the reactants [OH:1][CH2:2][C:3]1[N:8]=[C:7]([CH:9]2[CH2:14][CH2:13][N:12]([C:15]([O:17][C:18]([CH3:21])([CH3:20])[CH3:19])=[O:16])[CH2:11][CH2:10]2)[CH:6]=[CH:5][CH:4]=1.C(N(CC)CC)C.[CH3:29][S:30](Cl)(=[O:32])=[O:31], predict the reaction product. The product is: [CH3:29][S:30]([O:1][CH2:2][C:3]1[N:8]=[C:7]([CH:9]2[CH2:10][CH2:11][N:12]([C:15]([O:17][C:18]([CH3:21])([CH3:20])[CH3:19])=[O:16])[CH2:13][CH2:14]2)[CH:6]=[CH:5][CH:4]=1)(=[O:32])=[O:31]. (6) The product is: [Br:12][C:9]1[CH:10]=[C:11]2[C:6](=[CH:7][CH:8]=1)[N:5]([C:13](=[O:15])[CH3:14])[C@@H:4]([CH:16]1[CH2:18][CH2:17]1)[C@H:3]([CH3:19])[C@H:2]2[NH:1][C:21]1[N:26]=[CH:25][CH:24]=[CH:23][N:22]=1. Given the reactants [NH2:1][C@H:2]1[C:11]2[C:6](=[CH:7][CH:8]=[C:9]([Br:12])[CH:10]=2)[N:5]([C:13](=[O:15])[CH3:14])[C@@H:4]([CH:16]2[CH2:18][CH2:17]2)[C@@H:3]1[CH3:19].F[C:21]1[N:26]=[CH:25][CH:24]=[CH:23][N:22]=1.CCN(C(C)C)C(C)C, predict the reaction product. (7) Given the reactants [CH3:1][CH:2]1[CH:6]2[C:7]([NH:9][CH:10]=[C:11]([CH3:12])[CH:5]2[CH2:4][CH2:3]1)=[O:8].I[CH2:14][CH3:15], predict the reaction product. The product is: [CH2:14]([N:9]1[CH:10]=[C:11]([CH3:12])[C@H:5]2[CH2:4][CH2:3][C@H:2]([CH3:1])[C@H:6]2[C:7]1=[O:8])[CH3:15]. (8) Given the reactants [NH2:1][C:2]1[C:7]2=[C:8]([C:18]3[CH:23]=[CH:22][C:21]([NH:24]C(OC(C)(C)C)=O)=[CH:20][CH:19]=3)[CH:9]=[C:10]([C:11]([O:13][CH2:14][CH2:15][CH2:16][CH3:17])=[O:12])[N:6]2[N:5]=[CH:4][N:3]=1.C(O)(C(F)(F)F)=O, predict the reaction product. The product is: [NH2:1][C:2]1[C:7]2=[C:8]([C:18]3[CH:19]=[CH:20][C:21]([NH2:24])=[CH:22][CH:23]=3)[CH:9]=[C:10]([C:11]([O:13][CH2:14][CH2:15][CH2:16][CH3:17])=[O:12])[N:6]2[N:5]=[CH:4][N:3]=1.